This data is from Reaction yield outcomes from USPTO patents with 853,638 reactions. The task is: Predict the reaction yield, written as a fraction of the theoretical maximum amount of product (1.0 means a 100% yield; for example, 0.34 means a 34% yield). (1) The reactants are O=[C:2]1[CH2:6][S:5][CH2:4][CH:3]1[C:7]#[N:8].Cl.[C:10]1([NH:16][NH2:17])[CH:15]=[CH:14][CH:13]=[CH:12][CH:11]=1. The catalyst is C(O)C. The product is [C:10]1([N:16]2[C:7]([NH2:8])=[C:3]3[CH2:4][S:5][CH2:6][C:2]3=[N:17]2)[CH:15]=[CH:14][CH:13]=[CH:12][CH:11]=1. The yield is 0.900. (2) The reactants are C([N-]C(C)C)(C)C.[Li+].Br[CH2:10][CH2:11][CH2:12][CH2:13][CH2:14][Br:15].[C:16]([O:21][CH2:22][CH3:23])(=[O:20])[CH:17]([CH3:19])[CH3:18]. The catalyst is C1COCC1. The product is [CH2:22]([O:21][C:16](=[O:20])[C:17]([CH3:19])([CH3:18])[CH2:10][CH2:11][CH2:12][CH2:13][CH2:14][Br:15])[CH3:23]. The yield is 0.600. (3) The reactants are [CH2:1]([NH:6][C:7]1[N:8]=[CH:9][NH:10][C:11]=1[C:12]#[N:13])[CH2:2][CH2:3][CH2:4][CH3:5].[C:14]([NH:22][NH2:23])(=O)[C:15]1[CH:20]=[CH:19][CH:18]=[CH:17][CH:16]=1.C(=O)([O-])[O-].[K+].[K+]. The catalyst is C(O)CCC.O. The product is [CH2:1]([NH:6][C:7]1[N:8]=[CH:9][NH:10][C:11]=1[C:12]1[NH:23][N:22]=[C:14]([C:15]2[CH:20]=[CH:19][CH:18]=[CH:17][CH:16]=2)[N:13]=1)[CH2:2][CH2:3][CH2:4][CH3:5]. The yield is 0.170.